This data is from Reaction yield outcomes from USPTO patents with 853,638 reactions. The task is: Predict the reaction yield, written as a fraction of the theoretical maximum amount of product (1.0 means a 100% yield; for example, 0.34 means a 34% yield). The reactants are [H-].[Na+].[C:3]([O:7][C:8](=[O:29])[N:9]([CH:16]1[CH2:21][CH2:20][N:19]([CH2:22][C:23]2[CH:28]=[CH:27][CH:26]=[CH:25][CH:24]=2)[CH2:18][CH2:17]1)[CH2:10][C:11]1[N:12]=[CH:13][NH:14][CH:15]=1)([CH3:6])([CH3:5])[CH3:4].[CH3:30][Si:31]([CH3:38])([CH3:37])[CH2:32][CH2:33][O:34][CH2:35]Cl.C(OCC)(=O)C. The catalyst is CN(C=O)C.O. The product is [C:3]([O:7][C:8](=[O:29])[N:9]([CH:16]1[CH2:17][CH2:18][N:19]([CH2:22][C:23]2[CH:28]=[CH:27][CH:26]=[CH:25][CH:24]=2)[CH2:20][CH2:21]1)[CH2:10][C:11]1[N:12]=[CH:13][N:14]([CH2:35][O:34][CH2:33][CH2:32][Si:31]([CH3:38])([CH3:37])[CH3:30])[CH:15]=1)([CH3:6])([CH3:4])[CH3:5]. The yield is 0.240.